Predict the product of the given reaction. From a dataset of Forward reaction prediction with 1.9M reactions from USPTO patents (1976-2016). Given the reactants FC(F)(F)S([O:6][S:7]([C:10]([F:13])([F:12])[F:11])(=[O:9])=[O:8])(=O)=O.N1C=CC=CC=1.[F:22][C:23]([F:42])([F:41])[C:24]1[CH:25]=[C:26]([NH:30][C:31]2[N:40]=[C:34]3[C:35](O)=[CH:36][CH:37]=[CH:38][N:33]3[N:32]=2)[CH:27]=[CH:28][CH:29]=1.Cl, predict the reaction product. The product is: [F:13][C:10]([F:11])([F:12])[S:7]([O:6][C:35]1[C:34]2[N:33]([N:32]=[C:31]([NH:30][C:26]3[CH:27]=[CH:28][CH:29]=[C:24]([C:23]([F:22])([F:41])[F:42])[CH:25]=3)[N:40]=2)[CH:38]=[CH:37][CH:36]=1)(=[O:8])=[O:9].